Dataset: Reaction yield outcomes from USPTO patents with 853,638 reactions. Task: Predict the reaction yield, written as a fraction of the theoretical maximum amount of product (1.0 means a 100% yield; for example, 0.34 means a 34% yield). (1) The yield is 0.690. The reactants are [CH3:1][N:2]1[CH2:7][CH2:6][CH2:5][C@@H:4]([NH:8]C(=O)OC(C)(C)C)[C:3]1=[O:16].FC(F)(F)CO. No catalyst specified. The product is [NH2:8][C@@H:4]1[CH2:5][CH2:6][CH2:7][N:2]([CH3:1])[C:3]1=[O:16]. (2) The reactants are [Cl:1][C:2]1[C:7]([S:8]([NH2:11])(=[O:10])=[O:9])=[C:6]([OH:12])[C:5]([NH:13][C:14]2[C:17](=[O:18])[C:16](=[O:19])[C:15]=2Cl)=[CH:4][CH:3]=1.[O:21]([C:28]1[CH:34]=[CH:33][CH:32]=[CH:31][C:29]=1[NH2:30])[C:22]1[CH:27]=[CH:26][CH:25]=[CH:24][CH:23]=1. The catalyst is CS(C)=O. The product is [O:21]([C:28]1[CH:34]=[CH:33][CH:32]=[CH:31][C:29]=1[NH:30][C:15]1[C:16](=[O:19])[C:17](=[O:18])[C:14]=1[NH:13][C:5]1[C:6]([OH:12])=[C:7]([S:8]([NH2:11])(=[O:10])=[O:9])[C:2]([Cl:1])=[CH:3][CH:4]=1)[C:22]1[CH:23]=[CH:24][CH:25]=[CH:26][CH:27]=1. The yield is 0.240.